Dataset: Forward reaction prediction with 1.9M reactions from USPTO patents (1976-2016). Task: Predict the product of the given reaction. (1) Given the reactants [N:1]1[C:10]2[CH:9]([NH:11][CH2:12][CH2:13][CH2:14][CH2:15][NH:16]C(=O)OC(C)(C)C)[CH2:8][CH2:7][CH2:6][C:5]=2[CH:4]=[CH:3][CH:2]=1.[CH:24]([C:26]1[N:27]=[C:28]2[CH:33]=[CH:32][C:31]([C:34]#[N:35])=[CH:30][N:29]2[CH:36]=1)=O, predict the reaction product. The product is: [NH2:16][CH2:15][CH2:14][CH2:13][CH2:12][N:11]([CH2:24][C:26]1[N:27]=[C:28]2[CH:33]=[CH:32][C:31]([C:34]#[N:35])=[CH:30][N:29]2[CH:36]=1)[CH:9]1[C:10]2[N:1]=[CH:2][CH:3]=[CH:4][C:5]=2[CH2:6][CH2:7][CH2:8]1. (2) Given the reactants [CH3:1][C:2]1[C:3]([CH2:8][N:9]([CH2:16][C:17]2[C:22]([CH3:23])=[CH:21][CH:20]=[CH:19][N:18]=2)[CH:10]2[CH2:15][CH2:14][NH:13][CH2:12][CH2:11]2)=[N:4][CH:5]=[CH:6][CH:7]=1.CCN(C(C)C)C(C)C.[C:33](Cl)(Cl)=[O:34].Cl.[CH2:38]([NH:45][OH:46])[C:39]1[CH:44]=[CH:43][CH:42]=[CH:41][CH:40]=1, predict the reaction product. The product is: [CH2:38]([N:45]([OH:46])[C:33]([N:13]1[CH2:14][CH2:15][CH:10]([N:9]([CH2:16][C:17]2[C:22]([CH3:23])=[CH:21][CH:20]=[CH:19][N:18]=2)[CH2:8][C:3]2[C:2]([CH3:1])=[CH:7][CH:6]=[CH:5][N:4]=2)[CH2:11][CH2:12]1)=[O:34])[C:39]1[CH:44]=[CH:43][CH:42]=[CH:41][CH:40]=1.